This data is from CYP3A4 inhibition data for predicting drug metabolism from PubChem BioAssay. The task is: Regression/Classification. Given a drug SMILES string, predict its absorption, distribution, metabolism, or excretion properties. Task type varies by dataset: regression for continuous measurements (e.g., permeability, clearance, half-life) or binary classification for categorical outcomes (e.g., BBB penetration, CYP inhibition). Dataset: cyp3a4_veith. (1) The molecule is CC1=C(C(=O)O)N2C(=O)C(NC(=O)c3ccn(C)n3)C2SC1. The result is 0 (non-inhibitor). (2) The molecule is CCNC(=O)[C@@H]1O[C@@H](n2cnc3c(N)ncnc32)[C@H](O)[C@H]1O. The result is 0 (non-inhibitor). (3) The molecule is CC(C)c1ccc(/C=C2\C=C(c3ccc4ccccc4c3)OC2=O)cc1. The result is 0 (non-inhibitor). (4) The result is 0 (non-inhibitor). The molecule is CCCCOc1ccccc1N. (5) The compound is Cn1c(=O)c2[nH]c(C3CCCC3)nc2n(C)c1=O. The result is 0 (non-inhibitor). (6) The result is 0 (non-inhibitor). The drug is COc1ccc(/C=N/NC(=O)c2cccc([N+](=O)[O-])c2)cc1OS(=O)(=O)c1ccc(C)cc1.